The task is: Predict the reaction yield, written as a fraction of the theoretical maximum amount of product (1.0 means a 100% yield; for example, 0.34 means a 34% yield).. This data is from Reaction yield outcomes from USPTO patents with 853,638 reactions. (1) The reactants are [CH3:1][O:2][C:3](=[O:11])[C:4]1[CH:9]=[CH:8][CH:7]=[CH:6][C:5]=1[CH3:10].C1C(=O)N([Br:19])C(=O)C1.C(OOC(=O)C1C=CC=CC=1)(=O)C1C=CC=CC=1. No catalyst specified. The product is [CH3:1][O:2][C:3](=[O:11])[C:4]1[CH:9]=[CH:8][CH:7]=[CH:6][C:5]=1[CH2:10][Br:19]. The yield is 0.920. (2) The reactants are Br[CH2:2][C:3]([CH3:5])=[CH2:4].CN(C=O)C.[CH3:11][C:12]1[C:17]([CH3:18])=[CH:16][C:15]([CH3:19])=[CH:14][C:13]=1[OH:20].C(=O)([O-])[O-].[K+].[K+]. The catalyst is O.C(OCC)(=O)C. The product is [CH3:18][C:17]1[CH:16]=[C:15]([CH3:19])[CH:14]=[C:13]([O:20][CH2:4][C:3]([CH3:5])=[CH2:2])[C:12]=1[CH3:11]. The yield is 0.960. (3) The reactants are O=P(Cl)(Cl)Cl.CN([CH:9]=[O:10])C.[CH3:11][O:12][C:13]1[CH:14]=[C:15]2[C:19](=[CH:20][CH:21]=1)[NH:18][C:17]([CH2:22][N:23]1[CH2:28][CH2:27][N:26]([CH3:29])[CH2:25][CH2:24]1)=[CH:16]2. No catalyst specified. The product is [CH3:11][O:12][C:13]1[CH:14]=[C:15]2[C:19](=[CH:20][CH:21]=1)[NH:18][C:17]([CH2:22][N:23]1[CH2:24][CH2:25][N:26]([CH3:29])[CH2:27][CH2:28]1)=[C:16]2[CH:9]=[O:10]. The yield is 0.950. (4) The reactants are [CH2:1]([C:3]1[CH:4]=[C:5]([O:15][C:16]2[CH:17]=[N:18][C:19]([S:22]([CH3:25])(=[O:24])=[O:23])=[CH:20][CH:21]=2)[CH:6]=[C:7]2[C:11]=1[NH:10][C:9]([C:12](=[S:14])[NH2:13])=[CH:8]2)[CH3:2].[C:26]([O:31][CH2:32][CH3:33])(=[O:30])[C:27]#[C:28][CH3:29].O1CCCC1.C(P(CCCC)CCCC)CCC. The catalyst is C1(C)C=CC=CC=1. The product is [CH2:32]([O:31][C:26](=[O:30])[CH2:27][CH:28]1[S:14][C:12]([C:9]2[NH:10][C:11]3[C:7]([CH:8]=2)=[CH:6][C:5]([O:15][C:16]2[CH:17]=[N:18][C:19]([S:22]([CH3:25])(=[O:24])=[O:23])=[CH:20][CH:21]=2)=[CH:4][C:3]=3[CH2:1][CH3:2])=[N:13][CH2:29]1)[CH3:33]. The yield is 0.840. (5) The reactants are [OH:1][N:2]=[C:3]([C:5]1[C:9]([NH:10][CH2:11][CH2:12][O:13][CH3:14])=[N:8][O:7][N:6]=1)N.[ClH:15].[Cl-].[Na+].N([O-])=O.[Na+]. The catalyst is C(OCC)(=O)C.O. The product is [OH:1][N:2]=[C:3]([Cl:15])[C:5]1[C:9]([NH:10][CH2:11][CH2:12][O:13][CH3:14])=[N:8][O:7][N:6]=1. The yield is 1.26. (6) The reactants are [CH2:1]([C:8]1[CH:9]=[C:10]([C:28]2[CH:33]=[CH:32][C:31]([CH2:34]CC#N)=[CH:30][C:29]=2[CH2:38][CH:39]([CH3:41])[CH3:40])[CH:11]=[CH:12][C:13]=1[C:14]1[CH:19]=[CH:18][C:17]([O:20]CC#N)=[C:16]([CH2:24][CH:25]([CH3:27])[CH3:26])[CH:15]=1)[C:2]1[CH:7]=[CH:6][CH:5]=[CH:4][CH:3]=1.C1COCC1.Cl.C(Cl)Cl.CO.CC[O:55][C:56]([CH3:58])=[O:57].[CH3:59][C:60]([OH:62])=[O:61]. The product is [CH2:1]([C:8]1[CH:9]=[C:10]([C:28]2[CH:33]=[CH:32][C:31]([CH2:34][CH2:58][C:56]([OH:55])=[O:57])=[CH:30][C:29]=2[CH2:38][CH:39]([CH3:41])[CH3:40])[CH:11]=[CH:12][C:13]=1[C:14]1[CH:19]=[CH:18][C:17]([O:20][CH2:59][C:60]([OH:62])=[O:61])=[C:16]([CH2:24][CH:25]([CH3:27])[CH3:26])[CH:15]=1)[C:2]1[CH:3]=[CH:4][CH:5]=[CH:6][CH:7]=1. The catalyst is CO. The yield is 0.767.